Dataset: Peptide-MHC class I binding affinity with 185,985 pairs from IEDB/IMGT. Task: Regression. Given a peptide amino acid sequence and an MHC pseudo amino acid sequence, predict their binding affinity value. This is MHC class I binding data. (1) The MHC is HLA-B53:01 with pseudo-sequence HLA-B53:01. The peptide sequence is CPLERFAEL. The binding affinity (normalized) is 0.511. (2) The peptide sequence is GMLSSLHTL. The MHC is HLA-B40:01 with pseudo-sequence HLA-B40:01. The binding affinity (normalized) is 0.0847. (3) The peptide sequence is LLQNSQVFSL. The MHC is HLA-A02:01 with pseudo-sequence HLA-A02:01. The binding affinity (normalized) is 0.835. (4) The peptide sequence is WVMDTLNGI. The MHC is HLA-A68:02 with pseudo-sequence HLA-A68:02. The binding affinity (normalized) is 1.00. (5) The peptide sequence is SWHYDQDHPY. The MHC is HLA-A30:02 with pseudo-sequence HLA-A30:02. The binding affinity (normalized) is 0. (6) The peptide sequence is KRSTPFYTK. The MHC is HLA-B15:09 with pseudo-sequence HLA-B15:09. The binding affinity (normalized) is 0.0847. (7) The peptide sequence is GVLIAGIILL. The MHC is HLA-A02:03 with pseudo-sequence HLA-A02:03. The binding affinity (normalized) is 0.224. (8) The binding affinity (normalized) is 0.562. The peptide sequence is YLREYVTRL. The MHC is HLA-A02:01 with pseudo-sequence HLA-A02:01.